Regression. Given two drug SMILES strings and cell line genomic features, predict the synergy score measuring deviation from expected non-interaction effect. From a dataset of NCI-60 drug combinations with 297,098 pairs across 59 cell lines. (1) Drug 1: CS(=O)(=O)C1=CC(=C(C=C1)C(=O)NC2=CC(=C(C=C2)Cl)C3=CC=CC=N3)Cl. Drug 2: C1=CC=C(C=C1)NC(=O)CCCCCCC(=O)NO. Cell line: T-47D. Synergy scores: CSS=1.48, Synergy_ZIP=-4.51, Synergy_Bliss=-6.69, Synergy_Loewe=-6.85, Synergy_HSA=-6.40. (2) Drug 1: CC1CCC2CC(C(=CC=CC=CC(CC(C(=O)C(C(C(=CC(C(=O)CC(OC(=O)C3CCCCN3C(=O)C(=O)C1(O2)O)C(C)CC4CCC(C(C4)OC)O)C)C)O)OC)C)C)C)OC. Drug 2: CS(=O)(=O)CCNCC1=CC=C(O1)C2=CC3=C(C=C2)N=CN=C3NC4=CC(=C(C=C4)OCC5=CC(=CC=C5)F)Cl. Cell line: SF-295. Synergy scores: CSS=28.0, Synergy_ZIP=1.73, Synergy_Bliss=6.92, Synergy_Loewe=-10.1, Synergy_HSA=5.48. (3) Drug 1: C1=NC2=C(N1)C(=S)N=C(N2)N. Drug 2: CS(=O)(=O)CCNCC1=CC=C(O1)C2=CC3=C(C=C2)N=CN=C3NC4=CC(=C(C=C4)OCC5=CC(=CC=C5)F)Cl. Cell line: SK-OV-3. Synergy scores: CSS=43.2, Synergy_ZIP=-6.18, Synergy_Bliss=-0.449, Synergy_Loewe=-1.38, Synergy_HSA=1.67. (4) Drug 1: CN(C)C1=NC(=NC(=N1)N(C)C)N(C)C. Drug 2: C(=O)(N)NO. Cell line: CCRF-CEM. Synergy scores: CSS=25.0, Synergy_ZIP=-10.1, Synergy_Bliss=-2.75, Synergy_Loewe=-15.0, Synergy_HSA=-4.98. (5) Drug 1: C1=CC=C(C=C1)NC(=O)CCCCCCC(=O)NO. Drug 2: C(CCl)NC(=O)N(CCCl)N=O. Cell line: UO-31. Synergy scores: CSS=0.166, Synergy_ZIP=0.327, Synergy_Bliss=1.81, Synergy_Loewe=-0.962, Synergy_HSA=-0.866. (6) Drug 2: CS(=O)(=O)CCNCC1=CC=C(O1)C2=CC3=C(C=C2)N=CN=C3NC4=CC(=C(C=C4)OCC5=CC(=CC=C5)F)Cl. Synergy scores: CSS=28.2, Synergy_ZIP=-3.35, Synergy_Bliss=-1.04, Synergy_Loewe=-3.95, Synergy_HSA=2.41. Drug 1: C1=CN(C(=O)N=C1N)C2C(C(C(O2)CO)O)O.Cl. Cell line: NCI-H522. (7) Drug 1: CN(CC1=CN=C2C(=N1)C(=NC(=N2)N)N)C3=CC=C(C=C3)C(=O)NC(CCC(=O)O)C(=O)O. Drug 2: C(CCl)NC(=O)N(CCCl)N=O. Cell line: MALME-3M. Synergy scores: CSS=5.87, Synergy_ZIP=-4.65, Synergy_Bliss=-2.25, Synergy_Loewe=-2.38, Synergy_HSA=-1.15.